Predict the reaction yield, written as a fraction of the theoretical maximum amount of product (1.0 means a 100% yield; for example, 0.34 means a 34% yield). From a dataset of Reaction yield outcomes from USPTO patents with 853,638 reactions. (1) The reactants are [Br:1][C:2]1[N:7]2[CH:8]=[CH:9][N:10]=[C:6]2[C:5](Br)=[N:4][CH:3]=1.[C:12]([SiH2:16][O:17][C:18]([CH3:33])([CH3:32])[C:19]1[CH:20]=[C:21]([NH2:31])[CH:22]=[CH:23][C:24]=1[N:25]1[CH2:30][CH2:29][O:28][CH2:27][CH2:26]1)([CH3:15])([CH3:14])[CH3:13].C(N(CC)C(C)C)(C)C. The catalyst is C(O)(C)C. The product is [Br:1][C:2]1[N:7]2[CH:8]=[CH:9][N:10]=[C:6]2[C:5]([NH:31][C:21]2[CH:22]=[CH:23][C:24]([N:25]3[CH2:26][CH2:27][O:28][CH2:29][CH2:30]3)=[C:19]([C:18]([CH3:33])([CH3:32])[O:17][SiH2:16][C:12]([CH3:15])([CH3:14])[CH3:13])[CH:20]=2)=[N:4][CH:3]=1. The yield is 0.170. (2) The reactants are [CH:1]1[C:11]2[CH:10]([O:12][CH2:13][CH2:14][OH:15])[C:9]3[CH:16]=[CH:17][CH:18]=[CH:19][C:8]=3[CH2:7][O:6][C:5]=2[CH:4]=[CH:3][CH:2]=1.C(P(CCCC)CCCC)CCC.[CH2:33]([O:35][C:36](=[O:49])[CH:37]([O:46][CH2:47][CH3:48])[CH2:38][C:39]1[CH:44]=[CH:43][C:42](O)=[CH:41][CH:40]=1)[CH3:34].C1CCN(C(N=NC(N2CCCCC2)=O)=O)CC1. The catalyst is C1C=CC=CC=1.CCCCCCC. The product is [CH2:33]([O:35][C:36](=[O:49])[CH:37]([O:46][CH2:47][CH3:48])[CH2:38][C:39]1[CH:44]=[CH:43][C:42]([O:15][CH2:14][CH2:13][O:12][CH:10]2[C:9]3[CH:16]=[CH:17][CH:18]=[CH:19][C:8]=3[CH2:7][O:6][C:5]3[CH:4]=[CH:3][CH:2]=[CH:1][C:11]2=3)=[CH:41][CH:40]=1)[CH3:34]. The yield is 0.370. (3) The reactants are Br[C:2]1[CH:3]=[CH:4][C:5]([O:8][CH:9]2[CH2:14][CH2:13][N:12]([C:15]([O:17][C:18]([CH3:21])([CH3:20])[CH3:19])=[O:16])[CH2:11][CH2:10]2)=[N:6][CH:7]=1.[C:22]([N:26]1[CH2:31][CH2:30][O:29][CH2:28][CH2:27]1)(=[O:25])[CH:23]=[CH2:24].C(=O)([O-])[O-].[K+].[K+]. The catalyst is CN(C=O)C.C([O-])(=O)C.[Pd+2].C([O-])(=O)C. The product is [C:18]([O:17][C:15]([N:12]1[CH2:13][CH2:14][CH:9]([O:8][C:5]2[CH:4]=[CH:3][C:2]([CH:24]=[CH:23][C:22]([N:26]3[CH2:31][CH2:30][O:29][CH2:28][CH2:27]3)=[O:25])=[CH:7][N:6]=2)[CH2:10][CH2:11]1)=[O:16])([CH3:21])([CH3:20])[CH3:19]. The yield is 0.800. (4) The reactants are [Cr](Cl)([O-])(=O)=O.[NH+]1C=CC=CC=1.[CH2:12]([C:16]1[CH:21]=[CH:20][C:19]([CH2:22][CH2:23][CH2:24][OH:25])=[C:18]([CH3:26])[CH:17]=1)[CH:13]([CH3:15])[CH3:14]. The catalyst is ClCCl. The product is [CH2:12]([C:16]1[CH:21]=[CH:20][C:19]([CH2:22][CH2:23][CH:24]=[O:25])=[C:18]([CH3:26])[CH:17]=1)[CH:13]([CH3:15])[CH3:14]. The yield is 0.640. (5) The reactants are C([O:3][C:4]([C@@:6]1([NH:11][C:12]([O:14][C:15]([CH3:18])([CH3:17])[CH3:16])=[O:13])[CH2:8][C@H:7]1[CH:9]=[CH2:10])=[O:5])C.[Li+].[OH-]. The catalyst is C1COCC1.CO.O. The product is [C:15]([O:14][C:12]([NH:11][C@:6]1([C:4]([OH:5])=[O:3])[CH2:8][C@H:7]1[CH:9]=[CH2:10])=[O:13])([CH3:18])([CH3:16])[CH3:17]. The yield is 0.870. (6) The reactants are [C:1]1([C:7]2[NH:19][C:10]3=[C:11]4[C:16](=[CH:17][CH:18]=[C:9]3[C:8]=2[C:20](O)=[O:21])[CH:15]=[N:14][CH:13]=[CH:12]4)[CH:6]=[CH:5][CH:4]=[CH:3][CH:2]=1.CCN(C(C)C)C(C)C.[C:32]([O:36][C:37](=[O:49])[NH:38][CH2:39][C@@H:40]([NH2:48])[CH2:41][C:42]1[CH:47]=[CH:46][CH:45]=[CH:44][CH:43]=1)([CH3:35])([CH3:34])[CH3:33].CCN=C=NCCCN(C)C.Cl.C1C=CC2N(O)N=NC=2C=1. The catalyst is CN(C=O)C. The product is [C:32]([O:36][C:37](=[O:49])[NH:38][CH2:39][C@@H:40]([NH:48][C:20]([C:8]1[C:9]2[C:10](=[C:11]3[C:16](=[CH:17][CH:18]=2)[CH:15]=[N:14][CH:13]=[CH:12]3)[NH:19][C:7]=1[C:1]1[CH:2]=[CH:3][CH:4]=[CH:5][CH:6]=1)=[O:21])[CH2:41][C:42]1[CH:43]=[CH:44][CH:45]=[CH:46][CH:47]=1)([CH3:35])([CH3:33])[CH3:34]. The yield is 0.430. (7) The reactants are [C:1]([N:4]1[CH2:18][CH2:17][CH2:16][C:5]21[C:8](=[O:9])[N:7]([CH2:10][C:11]([O:13]CC)=[O:12])[CH2:6]2)(=[O:3])[CH3:2].O.O[Li].O. The catalyst is C1COCC1. The product is [C:1]([N:4]1[CH2:18][CH2:17][CH2:16][C:5]21[C:8](=[O:9])[N:7]([CH2:10][C:11]([OH:13])=[O:12])[CH2:6]2)(=[O:3])[CH3:2]. The yield is 0.915. (8) The reactants are CCN(S(F)(F)[F:7])CC.[Cl:10][C:11]1[CH:21]=[CH:20][C:14]([O:15][CH2:16][CH:17](O)[CH3:18])=[C:13]([CH:22]2[O:26][CH2:25][CH2:24][O:23]2)[CH:12]=1. The catalyst is C(Cl)Cl. The product is [Cl:10][C:11]1[CH:21]=[CH:20][C:14]([O:15][CH2:16][CH:17]([F:7])[CH3:18])=[C:13]([CH:22]2[O:26][CH2:25][CH2:24][O:23]2)[CH:12]=1. The yield is 0.580. (9) The reactants are [C:1]([NH:5][C:6]1[O:7][C:8]([C:11]2[CH:12]=[C:13]3[C:17](=[CH:18][CH:19]=2)[N:16]([S:20]([C:23]2[CH:29]=[CH:28][C:26]([CH3:27])=[CH:25][CH:24]=2)(=[O:22])=[O:21])[CH:15]=[C:14]3B2OC(C)(C)C(C)(C)O2)=[N:9][N:10]=1)([CH3:4])([CH3:3])[CH3:2].Cl[C:40]1[N:45]=[C:44]([CH:46]2[CH2:48][CH2:47]2)[C:43]([F:49])=[CH:42][N:41]=1.P([O-])([O-])([O-])=O.[K+].[K+].[K+]. The catalyst is C1C=CC(/C=C/C(/C=C/C2C=CC=CC=2)=O)=CC=1.C1C=CC(/C=C/C(/C=C/C2C=CC=CC=2)=O)=CC=1.C1C=CC(/C=C/C(/C=C/C2C=CC=CC=2)=O)=CC=1.[Pd].[Pd].C1(P(C2CCCCC2)C2C=CC=CC=2C2C(C(C)C)=CC(C(C)C)=CC=2C(C)C)CCCCC1. The product is [C:1]([NH:5][C:6]1[O:7][C:8]([C:11]2[CH:12]=[C:13]3[C:17](=[CH:18][CH:19]=2)[N:16]([S:20]([C:23]2[CH:29]=[CH:28][C:26]([CH3:27])=[CH:25][CH:24]=2)(=[O:22])=[O:21])[CH:15]=[C:14]3[C:40]2[N:45]=[C:44]([CH:46]3[CH2:48][CH2:47]3)[C:43]([F:49])=[CH:42][N:41]=2)=[N:9][N:10]=1)([CH3:4])([CH3:2])[CH3:3]. The yield is 0.760.